This data is from Catalyst prediction with 721,799 reactions and 888 catalyst types from USPTO. The task is: Predict which catalyst facilitates the given reaction. (1) Reactant: C([O:8][C:9]1[CH:10]=[C:11]([CH:21]=[CH:22][C:23]=1[N:24]1[CH2:28][C:27](=[O:29])[NH:26][S:25]1(=[O:31])=[O:30])[CH2:12][C:13]1[CH:20]=[CH:19][CH:18]=[CH:17][C:14]=1[C:15]#[N:16])C1C=CC=CC=1. The catalyst class is: 748. Product: [NH2:16][CH2:15][C:14]1[CH:17]=[CH:18][CH:19]=[CH:20][C:13]=1[CH2:12][C:11]1[CH:21]=[CH:22][C:23]([N:24]2[S:25](=[O:31])(=[O:30])[NH:26][C:27](=[O:29])[CH2:28]2)=[C:9]([OH:8])[CH:10]=1. (2) Reactant: [CH3:1][O:2][C:3]1[CH:4]=[C:5]([CH:8]=[CH:9][C:10]=1[O:11][CH3:12])[CH:6]=O.[N+:13]([CH2:16][CH3:17])([O-:15])=[O:14].Cl.CNC.[F-].[K+]. Product: [CH3:12][O:11][C:10]1[CH:9]=[CH:8][C:5]([CH:6]=[C:16]([N+:13]([O-:15])=[O:14])[CH3:17])=[CH:4][C:3]=1[O:2][CH3:1]. The catalyst class is: 133. (3) Reactant: CN(C(ON1N=NC2C=CC=CC1=2)=[N+](C)C)C.F[P-](F)(F)(F)(F)F.[NH:25]([C:36]([O:38][CH2:39][CH:40]1[C:52]2[C:47](=[CH:48][CH:49]=[CH:50][CH:51]=2)[C:46]2[C:41]1=[CH:42][CH:43]=[CH:44][CH:45]=2)=[O:37])[C@H:26]([C:33]([OH:35])=O)[CH2:27][O:28][C:29]([CH3:32])([CH3:31])[CH3:30].[NH2:53][C@H:54]([C:67]([O:69][CH2:70][CH:71]=[CH2:72])=[O:68])[CH2:55][C:56]1[CH:61]=[CH:60][C:59]([O:62][C:63]([CH3:66])([CH3:65])[CH3:64])=[CH:58][CH:57]=1.CCN(C(C)C)C(C)C. Product: [NH:25]([C:36]([O:38][CH2:39][CH:40]1[C:52]2[C:51](=[CH:50][CH:49]=[CH:48][CH:47]=2)[C:42]2[C:41]1=[CH:46][CH:45]=[CH:44][CH:43]=2)=[O:37])[C@H:26]([C:33]([NH:53][C@H:54]([C:67]([O:69][CH2:70][CH:71]=[CH2:72])=[O:68])[CH2:55][C:56]1[CH:57]=[CH:58][C:59]([O:62][C:63]([CH3:66])([CH3:65])[CH3:64])=[CH:60][CH:61]=1)=[O:35])[CH2:27][O:28][C:29]([CH3:30])([CH3:31])[CH3:32]. The catalyst class is: 3. (4) Reactant: [C:1]([CH2:3]P(=O)(OCC)OCC)#[N:2].[H-].[Na+].[Cl:14][C:15]1[CH:33]=[C:32]([Cl:34])[C:31]([OH:35])=[CH:30][C:16]=1[O:17][C:18]1[N:22]([CH3:23])[N:21]=[C:20]([C:24]([F:27])([F:26])[F:25])[C:19]=1[CH:28]=O.[Cl-].[NH4+]. Product: [Cl:14][C:15]1[CH:33]=[C:32]([Cl:34])[C:31]([OH:35])=[CH:30][C:16]=1[O:17][C:18]1[N:22]([CH3:23])[N:21]=[C:20]([C:24]([F:26])([F:25])[F:27])[C:19]=1/[CH:28]=[CH:3]/[C:1]#[N:2]. The catalyst class is: 7.